This data is from Full USPTO retrosynthesis dataset with 1.9M reactions from patents (1976-2016). The task is: Predict the reactants needed to synthesize the given product. (1) Given the product [CH3:1][O:2][C:3]([C:5]1[CH:14]=[C:13]([OH:15])[C:12]2[C:7](=[C:8]([O:17][CH3:18])[CH:9]=[C:10]([C:51]#[C:50][C:44]3[CH:49]=[CH:48][CH:47]=[CH:46][CH:45]=3)[CH:11]=2)[N:6]=1)=[O:4], predict the reactants needed to synthesize it. The reactants are: [CH3:1][O:2][C:3]([C:5]1[CH:14]=[C:13]([OH:15])[C:12]2[C:7](=[C:8]([O:17][CH2:18]C3C=CC=CC=3)[CH:9]=[C:10](Br)[CH:11]=2)[N:6]=1)=[O:4].C1(P(C2C=CC=CC=2)C2C=CC=CC=2)C=CC=CC=1.[C:44]1([C:50]#[CH:51])[CH:49]=[CH:48][CH:47]=[CH:46][CH:45]=1.C(N(CC)CC)C. (2) Given the product [CH3:44][C@H:33]1[CH2:32][N:31]([C:28]2[CH:29]=[N:30][C:25]([NH:24][C:2]3[N:3]=[CH:4][C:5]4[CH:10]=[CH:9][N:8]([CH2:11][C:12]5[C:13]([N:18]([CH3:23])[S:19]([CH3:22])(=[O:21])=[O:20])=[N:14][CH:15]=[CH:16][CH:17]=5)[C:6]=4[N:7]=3)=[CH:26][CH:27]=2)[CH2:36][CH2:35][N:34]1[C:37]([O:39][C:40]([CH3:41])([CH3:43])[CH3:42])=[O:38], predict the reactants needed to synthesize it. The reactants are: Cl[C:2]1[N:3]=[CH:4][C:5]2[CH:10]=[CH:9][N:8]([CH2:11][C:12]3[C:13]([N:18]([CH3:23])[S:19]([CH3:22])(=[O:21])=[O:20])=[N:14][CH:15]=[CH:16][CH:17]=3)[C:6]=2[N:7]=1.[NH2:24][C:25]1[N:30]=[CH:29][C:28]([N:31]2[CH2:36][CH2:35][N:34]([C:37]([O:39][C:40]([CH3:43])([CH3:42])[CH3:41])=[O:38])[C@@H:33]([CH3:44])[CH2:32]2)=[CH:27][CH:26]=1.C([O-])([O-])=O.[K+].[K+].CC(C1C=C(C(C)C)C(C2C=CC=CC=2P(C2CCCCC2)C2CCCCC2)=C(C(C)C)C=1)C. (3) Given the product [Cl:10][C:11]1[CH:12]=[CH:13][C:14]([O:33][CH2:34][C:35]2[CH:36]=[CH:37][C:38]([F:41])=[CH:39][CH:40]=2)=[C:15]([C:17]2[N:18]([C:23]3[CH:24]=[C:25]([S:29]([NH:32][C:1]([C:2]4[CH:7]=[CH:6][CH:5]=[CH:4][CH:3]=4)=[O:8])(=[O:30])=[O:31])[CH:26]=[CH:27][CH:28]=3)[C:19]([CH3:22])=[CH:20][CH:21]=2)[CH:16]=1, predict the reactants needed to synthesize it. The reactants are: [C:1](Cl)(=[O:8])[C:2]1[CH:7]=[CH:6][CH:5]=[CH:4][CH:3]=1.[Cl:10][C:11]1[CH:12]=[CH:13][C:14]([O:33][CH2:34][C:35]2[CH:40]=[CH:39][C:38]([F:41])=[CH:37][CH:36]=2)=[C:15]([C:17]2[N:18]([C:23]3[CH:24]=[C:25]([S:29]([NH2:32])(=[O:31])=[O:30])[CH:26]=[CH:27][CH:28]=3)[C:19]([CH3:22])=[CH:20][CH:21]=2)[CH:16]=1.C(N(CC)CC)C. (4) Given the product [F:1][C:2]([F:26])([F:27])[C:3]1[CH:21]=[C:20]([C:22]([F:24])([F:25])[F:23])[CH:19]=[CH:18][C:4]=1[CH2:5][O:6][C:7]1[CH:12]=[CH:11][C:10]([C:13](=[C:34]2[S:28][C:29](=[S:30])[NH:31][C:32]2=[O:33])[CH3:14])=[CH:9][C:8]=1[O:16][CH3:17], predict the reactants needed to synthesize it. The reactants are: [F:1][C:2]([F:27])([F:26])[C:3]1[CH:21]=[C:20]([C:22]([F:25])([F:24])[F:23])[CH:19]=[CH:18][C:4]=1[CH2:5][O:6][C:7]1[CH:12]=[CH:11][C:10]([C:13](=O)[CH3:14])=[CH:9][C:8]=1[O:16][CH3:17].[S:28]1[CH2:34][C:32](=[O:33])[NH:31][C:29]1=[S:30].C1(C)C=CC=CC=1. (5) Given the product [Si:1]([O:8][CH2:9][CH2:10][CH2:11][CH2:12][CH2:13][CH2:14][CH2:15][CH2:16][CH2:17][CH2:18][CH2:19][CH2:20][CH2:21][CH2:22][C:23]1[C:24]([O:35][CH3:36])=[CH:25][C:26]([C:27]([O:29][CH3:30])=[O:28])=[CH:31][C:32]=1[O:33][CH3:34])([C:4]([CH3:7])([CH3:6])[CH3:5])([CH3:2])[CH3:3], predict the reactants needed to synthesize it. The reactants are: [Si:1]([O:8][CH2:9][CH2:10][CH2:11][CH2:12][CH2:13][CH2:14][CH2:15][CH2:16][CH2:17][CH2:18][CH2:19][CH2:20][C:21]#[C:22][C:23]1[C:32]([O:33][CH3:34])=[CH:31][C:26]([C:27]([O:29][CH3:30])=[O:28])=[CH:25][C:24]=1[O:35][CH3:36])([C:4]([CH3:7])([CH3:6])[CH3:5])([CH3:3])[CH3:2]. (6) Given the product [CH2:22]([O:20][C:19]([C:16]1[CH:15]=[N:14][N:13]([C:10]2[CH:9]=[CH:8][C:7]([O:6][CH3:5])=[CH:12][CH:11]=2)[C:17]=1[CH3:18])=[O:21])[CH3:23], predict the reactants needed to synthesize it. The reactants are: S(Cl)(Cl)=O.[CH3:5][O:6][C:7]1[CH:12]=[CH:11][C:10]([N:13]2[C:17]([CH3:18])=[C:16]([C:19]([OH:21])=[O:20])[CH:15]=[N:14]2)=[CH:9][CH:8]=1.[C:22]1(C)C=CC=C[CH:23]=1. (7) The reactants are: Cl[C:2]1[CH:7]=[C:6]([C:8]2[N:12]([CH2:13][C:14]([NH:16][CH2:17][CH3:18])=[O:15])[N:11]=[C:10]([NH:19][C:20]3[CH:30]=[CH:29][C:23]4[O:24][C:25]([F:28])([F:27])[O:26][C:22]=4[CH:21]=3)[N:9]=2)[CH:5]=[C:4]([CH3:31])[N:3]=1.[CH2:32]1COCC1.CN1CCCC1=O.C[Mg+].[Br-]. Given the product [F:27][C:25]1([F:28])[O:24][C:23]2[CH:29]=[CH:30][C:20]([NH:19][C:10]3[N:9]=[C:8]([C:6]4[CH:5]=[C:4]([CH3:31])[N:3]=[C:2]([CH3:32])[CH:7]=4)[N:12]([CH2:13][C:14]([NH:16][CH2:17][CH3:18])=[O:15])[N:11]=3)=[CH:21][C:22]=2[O:26]1, predict the reactants needed to synthesize it. (8) Given the product [CH3:34][Si:35]([CH3:37])([CH3:36])[CH2:38][CH2:39][O:13][C:12](=[O:14])[CH:11]([CH2:10][CH:9]=[CH:8][CH2:7][P:3]([O:5][CH3:6])([O:2][CH3:1])=[O:4])[CH2:15][C:16]([CH3:33])=[CH:17][CH2:18][C:19]1[C:20]([O:32][CH2:54][CH2:59][Si:35]([CH3:37])([CH3:36])[CH3:34])=[C:21]2[C:25](=[C:26]([CH3:30])[C:27]=1[O:28][CH3:29])[CH2:24][O:23][C:22]2=[O:31], predict the reactants needed to synthesize it. The reactants are: [CH3:1][O:2][P:3]([CH2:7][CH:8]=[CH:9][CH2:10][CH:11]([CH2:15][C:16]([CH3:33])=[CH:17][CH2:18][C:19]1[C:20]([OH:32])=[C:21]2[C:25](=[C:26]([CH3:30])[C:27]=1[O:28][CH3:29])[CH2:24][O:23][C:22]2=[O:31])[C:12]([OH:14])=[O:13])([O:5][CH3:6])=[O:4].[CH3:34][Si:35]([CH:38](O)[CH3:39])([CH3:37])[CH3:36].C1(P([C:54]2[CH:59]=CC=CC=2)C2C=CC=CC=2)C=CC=CC=1.N(C(OCC)=O)=NC(OCC)=O. (9) Given the product [OH:22][CH2:2][CH2:3][CH2:4][NH:5][C:6]1[CH:13]=[CH:12][C:9]([C:10]#[N:11])=[CH:8][C:7]=1[N+:14]([O-:16])=[O:15], predict the reactants needed to synthesize it. The reactants are: C[CH:2](C)[CH2:3][CH2:4][NH:5][C:6]1[CH:13]=[CH:12][C:9]([C:10]#[N:11])=[CH:8][C:7]=1[N+:14]([O-:16])=[O:15].NCCC[OH:22]. (10) Given the product [Cl:1][C:2]1[CH:3]=[CH:4][C:5]([CH:8]([C:27]2[CH:32]=[CH:31][C:30]([Cl:33])=[CH:29][CH:28]=2)[N:9]2[CH2:12][CH:11]([N:13]([S:23]([CH3:26])(=[O:25])=[O:24])[C:14]3[CH:15]=[C:16]([CH:20]=[CH:21][CH:22]=3)[C:17]([NH:37][CH2:38][C:39]3[CH:40]=[CH:41][NH:36][N:35]=3)=[O:19])[CH2:10]2)=[CH:6][CH:7]=1, predict the reactants needed to synthesize it. The reactants are: [Cl:1][C:2]1[CH:7]=[CH:6][C:5]([CH:8]([C:27]2[CH:32]=[CH:31][C:30]([Cl:33])=[CH:29][CH:28]=2)[N:9]2[CH2:12][CH:11]([N:13]([S:23]([CH3:26])(=[O:25])=[O:24])[C:14]3[CH:15]=[C:16]([CH:20]=[CH:21][CH:22]=3)[C:17]([OH:19])=O)[CH2:10]2)=[CH:4][CH:3]=1.O[N:35]1[C:39]2[CH:40]=[CH:41]C=C[C:38]=2[N:37]=[N:36]1.C(N(CC)CC)C.N1C=CC(CN)=N1.